From a dataset of Reaction yield outcomes from USPTO patents with 853,638 reactions. Predict the reaction yield, written as a fraction of the theoretical maximum amount of product (1.0 means a 100% yield; for example, 0.34 means a 34% yield). (1) The product is [N:4]1[CH:5]=[CH:6][CH:7]=[C:2]([NH:1][C:9](=[O:10])[O:11][C:12]2[CH:17]=[CH:16][CH:15]=[CH:14][CH:13]=2)[CH:3]=1. No catalyst specified. The yield is 0.620. The reactants are [NH2:1][C:2]1[CH:3]=[N:4][CH:5]=[CH:6][CH:7]=1.Cl[C:9]([O:11][C:12]1[CH:17]=[CH:16][CH:15]=[CH:14][CH:13]=1)=[O:10]. (2) The reactants are [F:1][C:2]1[CH:11]=[C:10]2[C:5]([CH:6]=[C:7]([C@@H:22]([NH:24]C(=O)OC(C)(C)C)[CH3:23])[C:8]([C:12]3[CH:17]=[CH:16][CH:15]=[CH:14][C:13]=3[S:18]([CH3:21])(=[O:20])=[O:19])=[N:9]2)=[CH:4][CH:3]=1.Cl.FC1C=C2C(C=C([C@@H](N)C)C(C3C=CC=CC=3S(C)(=O)=O)=N2)=CC=1.[NH2:57][C:58]1[C:63]([C:64]#[N:65])=[C:62](Cl)[N:61]=[CH:60][N:59]=1.CCN(C(C)C)C(C)C. The catalyst is CN(C=O)C. The product is [NH2:57][C:58]1[C:63]([C:64]#[N:65])=[C:62]([NH:24][C@H:22]([C:7]2[C:8]([C:12]3[CH:17]=[CH:16][CH:15]=[CH:14][C:13]=3[S:18]([CH3:21])(=[O:20])=[O:19])=[N:9][C:10]3[C:5]([CH:6]=2)=[CH:4][CH:3]=[C:2]([F:1])[CH:11]=3)[CH3:23])[N:61]=[CH:60][N:59]=1. The yield is 0.0510. (3) The reactants are C[O:2][C:3]([CH:5]1[CH:9]([O:10][Si:11]([C:14]([CH3:17])([CH3:16])[CH3:15])([CH3:13])[CH3:12])[CH2:8][CH2:7][N:6]1[C:18]([O:20][C:21]([CH3:24])([CH3:23])[CH3:22])=[O:19])=O.[Li+].[BH4-]. The catalyst is C1COCC1.CO. The product is [C:21]([O:20][C:18]([N:6]1[CH2:7][CH2:8][CH:9]([O:10][Si:11]([C:14]([CH3:17])([CH3:16])[CH3:15])([CH3:13])[CH3:12])[CH:5]1[CH2:3][OH:2])=[O:19])([CH3:24])([CH3:23])[CH3:22]. The yield is 0.870. (4) The product is [ClH:30].[CH2:1]([O:8][C:9]1[C:10]([NH:17][C:18]2[S:19][CH:20]=[C:21]([CH3:23])[N:22]=2)=[N:11][CH:12]=[C:13]([S:15]([CH3:16])=[O:32])[CH:14]=1)[C:2]1[CH:3]=[CH:4][CH:5]=[CH:6][CH:7]=1. The yield is 0.563. The reactants are [CH2:1]([O:8][C:9]1[C:10]([NH:17][C:18]2[S:19][CH:20]=[C:21]([CH3:23])[N:22]=2)=[N:11][CH:12]=[C:13]([S:15][CH3:16])[CH:14]=1)[C:2]1[CH:7]=[CH:6][CH:5]=[CH:4][CH:3]=1.C1C=C([Cl:30])C=C(C(OO)=[O:32])C=1.Cl. The catalyst is C(Cl)Cl.CCOCC. (5) The reactants are [CH3:1][O:2][C:3]1[CH:4]=[C:5]([C:11]2[N:12]=[C:13]([NH:23][CH2:24][CH3:25])[S:14][C:15]=2[C:16]2[CH:21]=[CH:20][N:19]=[C:18](Cl)[N:17]=2)[CH:6]=[C:7]([O:9][CH3:10])[CH:8]=1.[C:26]([N:29]1[CH2:34][CH2:33][N:32]([C:35]2[N:40]=[CH:39][C:38]([NH2:41])=[CH:37][CH:36]=2)[CH2:31][CH2:30]1)(=[O:28])[CH3:27].CC(O)C.Cl. The catalyst is O1CCOCC1. The product is [C:26]([N:29]1[CH2:30][CH2:31][N:32]([C:35]2[N:40]=[CH:39][C:38]([NH:41][C:18]3[N:17]=[C:16]([C:15]4[S:14][C:13]([NH:23][CH2:24][CH3:25])=[N:12][C:11]=4[C:5]4[CH:4]=[C:3]([O:2][CH3:1])[CH:8]=[C:7]([O:9][CH3:10])[CH:6]=4)[CH:21]=[CH:20][N:19]=3)=[CH:37][CH:36]=2)[CH2:33][CH2:34]1)(=[O:28])[CH3:27]. The yield is 0.460. (6) The reactants are [Cl:1][C:2]1[CH:3]=[C:4]([C:11]2[C:15]3[CH:16]=[C:17]([C:20]4[O:24][C:23]([NH2:25])=[N:22][N:21]=4)[CH:18]=[CH:19][C:14]=3[O:13][CH:12]=2)[CH:5]=[CH:6][C:7]=1[S:8]([CH3:10])=[O:9].CN(C)C=[O:29]. No catalyst specified. The product is [Cl:1][C:2]1[CH:3]=[C:4]([C:11]2[C:15]3[CH:16]=[C:17]([C:20]4[O:24][C:23]([NH2:25])=[N:22][N:21]=4)[CH:18]=[CH:19][C:14]=3[O:13][CH:12]=2)[CH:5]=[CH:6][C:7]=1[S:8]([CH3:10])(=[O:29])=[O:9]. The yield is 0.840. (7) The reactants are [CH3:1][C:2]1[C:3]2[N:4]([C:8]([C:18]3[CH:23]=[CH:22][N:21]=[C:20]([C:24]4[CH:29]=[CH:28][C:27]([CH:30]=O)=[CH:26][CH:25]=4)[CH:19]=3)=[C:9]([C:11]3[CH:16]=[CH:15][CH:14]=[C:13]([CH3:17])[N:12]=3)[N:10]=2)[CH:5]=[CH:6][CH:7]=1.[NH:32]1[CH2:37][CH2:36][O:35][CH2:34][CH2:33]1. The catalyst is C(Cl)Cl.CCCCC. The product is [CH3:1][C:2]1[C:3]2[N:4]([C:8]([C:18]3[CH:23]=[CH:22][N:21]=[C:20]([C:24]4[CH:25]=[CH:26][C:27]([CH2:30][N:32]5[CH2:37][CH2:36][O:35][CH2:34][CH2:33]5)=[CH:28][CH:29]=4)[CH:19]=3)=[C:9]([C:11]3[CH:16]=[CH:15][CH:14]=[C:13]([CH3:17])[N:12]=3)[N:10]=2)[CH:5]=[CH:6][CH:7]=1. The yield is 0.421.